From a dataset of Full USPTO retrosynthesis dataset with 1.9M reactions from patents (1976-2016). Predict the reactants needed to synthesize the given product. Given the product [Cl:32][CH2:33][CH2:34][S:35]([N:22]1[CH2:23][CH2:24][CH:19]([C:10]2[C:9]3[C:13](=[C:14]([C:16]([NH2:18])=[O:17])[CH:15]=[C:7]([C:1]4[CH:2]=[CH:3][CH:4]=[CH:5][CH:6]=4)[CH:8]=3)[NH:12][CH:11]=2)[CH2:20][CH2:21]1)(=[O:37])=[O:36], predict the reactants needed to synthesize it. The reactants are: [C:1]1([C:7]2[CH:8]=[C:9]3[C:13](=[C:14]([C:16]([NH2:18])=[O:17])[CH:15]=2)[NH:12][CH:11]=[C:10]3[CH:19]2[CH2:24][CH2:23][NH:22][CH2:21][CH2:20]2)[CH:6]=[CH:5][CH:4]=[CH:3][CH:2]=1.C(N(CC)CC)C.[Cl:32][CH2:33][CH2:34][S:35](Cl)(=[O:37])=[O:36].